From a dataset of CYP2C9 inhibition data for predicting drug metabolism from PubChem BioAssay. Regression/Classification. Given a drug SMILES string, predict its absorption, distribution, metabolism, or excretion properties. Task type varies by dataset: regression for continuous measurements (e.g., permeability, clearance, half-life) or binary classification for categorical outcomes (e.g., BBB penetration, CYP inhibition). Dataset: cyp2c9_veith. (1) The compound is N#Cc1ccc(CN2CC[C@@]3(CCCN(C(=O)c4ccco4)C3)C2)cc1. The result is 0 (non-inhibitor). (2) The compound is N=C(N)N1CCc2ccccc2C1. The result is 0 (non-inhibitor). (3) The result is 0 (non-inhibitor). The drug is COc1ccc2[nH]cc(CCNc3ccnc(-c4ccccc4C(F)(F)F)n3)c2c1.